From a dataset of Full USPTO retrosynthesis dataset with 1.9M reactions from patents (1976-2016). Predict the reactants needed to synthesize the given product. Given the product [Cl:1][C:2]1[CH:7]=[CH:6][C:5]([S:8]([C:9]2[CH:36]=[CH:35][CH:34]=[CH:33][C:10]=2[CH2:11][N:12]2[C:16]([CH3:18])([CH3:17])[C:15](=[O:19])[N:14]([C:20]3[CH:27]=[CH:26][C:23]([C:24]#[N:25])=[C:22]([C:28]([F:30])([F:31])[F:29])[CH:21]=3)[C:13]2=[O:32])=[O:37])=[CH:4][CH:3]=1, predict the reactants needed to synthesize it. The reactants are: [Cl:1][C:2]1[CH:7]=[CH:6][C:5]([S:8][C:9]2[CH:36]=[CH:35][CH:34]=[CH:33][C:10]=2[CH2:11][N:12]2[C:16]([CH3:18])([CH3:17])[C:15](=[O:19])[N:14]([C:20]3[CH:27]=[CH:26][C:23]([C:24]#[N:25])=[C:22]([C:28]([F:31])([F:30])[F:29])[CH:21]=3)[C:13]2=[O:32])=[CH:4][CH:3]=1.[O-:37]S(OOS([O-])(=O)=O)(=O)=O.[K+].[K+].